From a dataset of Forward reaction prediction with 1.9M reactions from USPTO patents (1976-2016). Predict the product of the given reaction. (1) Given the reactants [Cl:1][C:2]1[CH:3]=[C:4]2[C:9](=[CH:10][CH:11]=1)[NH:8][C:7](=[O:12])[CH:6]=[C:5]2[OH:13].C(N(CC)C(C)C)(C)C.Br[CH2:24][CH2:25][CH:26]=[CH2:27], predict the reaction product. The product is: [CH2:27]([O:13][C:5]1[C:4]2[C:9](=[CH:10][CH:11]=[C:2]([Cl:1])[CH:3]=2)[NH:8][C:7](=[O:12])[CH:6]=1)[CH2:26][CH:25]=[CH2:24]. (2) Given the reactants [F:1][C:2]1[C:3]([C:21]2[S:25][C:24]([C:26]3([O:37]COC)[CH2:29][N:28](C(OC(C)(C)C)=O)[CH2:27]3)=[N:23][CH:22]=2)=[C:4]2[CH:10]=[CH:9][N:8]([S:11]([C:14]3[CH:20]=[CH:19][C:17]([CH3:18])=[CH:16][CH:15]=3)(=[O:13])=[O:12])[C:5]2=[N:6][CH:7]=1.CO.Cl, predict the reaction product. The product is: [F:1][C:2]1[C:3]([C:21]2[S:25][C:24]([C:26]3([OH:37])[CH2:29][NH:28][CH2:27]3)=[N:23][CH:22]=2)=[C:4]2[CH:10]=[CH:9][N:8]([S:11]([C:14]3[CH:15]=[CH:16][C:17]([CH3:18])=[CH:19][CH:20]=3)(=[O:13])=[O:12])[C:5]2=[N:6][CH:7]=1. (3) Given the reactants [ClH:1].CC[O:4]CC.[NH:7]1[CH2:12][CH2:11][CH:10]([NH:13][C:14]2[CH:15]=[C:16]3[C:20](=[CH:21][CH:22]=2)[NH:19][N:18]=[CH:17]3)[CH2:9][CH2:8]1, predict the reaction product. The product is: [OH2:4].[ClH:1].[ClH:1].[NH:7]1[CH2:8][CH2:9][CH:10]([NH:13][C:14]2[CH:15]=[C:16]3[C:20](=[CH:21][CH:22]=2)[NH:19][N:18]=[CH:17]3)[CH2:11][CH2:12]1. (4) The product is: [CH3:12][S:13]([C:16]1[CH:21]=[CH:20][C:19]([C:2]2[CH:3]=[C:4]([CH:9]=[CH:10][N:11]=2)[C:5]([O:7][CH3:8])=[O:6])=[CH:18][CH:17]=1)(=[O:15])=[O:14]. Given the reactants Cl[C:2]1[CH:3]=[C:4]([CH:9]=[CH:10][N:11]=1)[C:5]([O:7][CH3:8])=[O:6].[CH3:12][S:13]([C:16]1[CH:21]=[CH:20][C:19](B(O)O)=[CH:18][CH:17]=1)(=[O:15])=[O:14].C(=O)([O-])[O-].[K+].[K+].C(Cl)Cl, predict the reaction product. (5) Given the reactants [NH2:1][C:2]1[C:3]2[C:29]([CH3:36])([C:30]([NH:32][CH:33]3[CH2:35][CH2:34]3)=[O:31])[C:28](=[O:37])[NH:27][C:4]=2[N:5]=[C:6]([C:8]2[C:16]3[C:11](=[N:12][C:13](Cl)=[CH:14][CH:15]=3)[N:10]([CH2:18][CH2:19][C:20]([F:26])([F:25])[C:21]([F:24])([F:23])[F:22])[N:9]=2)[N:7]=1.[CH3:38][N:39](C=O)C, predict the reaction product. The product is: [NH2:1][C:2]1[C:3]2[C:29]([CH3:36])([C:30]([NH:32][CH:33]3[CH2:35][CH2:34]3)=[O:31])[C:28](=[O:37])[NH:27][C:4]=2[N:5]=[C:6]([C:8]2[C:16]3[C:11](=[N:12][C:13]([C:38]#[N:39])=[CH:14][CH:15]=3)[N:10]([CH2:18][CH2:19][C:20]([F:26])([F:25])[C:21]([F:24])([F:23])[F:22])[N:9]=2)[N:7]=1. (6) Given the reactants FC1C=C(F)C=CC=1N[S:10]([CH:13]1[C:18]([C:19]([O:21][CH2:22][CH3:23])=[O:20])=[CH:17][CH2:16][CH2:15][CH2:14]1)(=O)=O.[C:24]1([CH2:30]S)[CH:29]=[CH:28][CH:27]=[CH:26][CH:25]=1.C1CCN2C(=NCCC2)CC1, predict the reaction product. The product is: [CH2:30]([S:10][CH:13]1[C:18]([C:19]([O:21][CH2:22][CH3:23])=[O:20])=[CH:17][CH2:16][CH2:15][CH2:14]1)[C:24]1[CH:29]=[CH:28][CH:27]=[CH:26][CH:25]=1. (7) Given the reactants C([SiH](CC)CC)C.ClC(Cl)(Cl)C(O)=O.[N+:15]([C:18]1[CH:19]=[C:20]2[C:24](=[CH:25][CH:26]=1)[NH:23][CH:22]=[CH:21]2)([O-:17])=[O:16].[C:27]1(=O)[CH2:32][CH2:31][CH2:30][CH2:29][CH2:28]1.C(=O)(O)[O-].[Na+], predict the reaction product. The product is: [CH:27]1([C:21]2[C:20]3[C:24](=[CH:25][CH:26]=[C:18]([N+:15]([O-:17])=[O:16])[CH:19]=3)[NH:23][CH:22]=2)[CH2:32][CH2:31][CH2:30][CH2:29][CH2:28]1. (8) Given the reactants [N:1]1([CH2:7][CH2:8][CH2:9][N:10]2[C:18]3[C:13](=[CH:14][CH:15]=[C:16]([N+:19]([O-])=O)[CH:17]=3)[CH:12]=[CH:11]2)[CH2:6][CH2:5][O:4][CH2:3][CH2:2]1.I.CS[C:25]([C:27]1[S:28][CH:29]=[CH:30][CH:31]=1)=[NH:26], predict the reaction product. The product is: [N:1]1([CH2:7][CH2:8][CH2:9][N:10]2[C:18]3[C:13](=[CH:14][CH:15]=[C:16]([NH:19][C:25]([C:27]4[S:28][CH:29]=[CH:30][CH:31]=4)=[NH:26])[CH:17]=3)[CH:12]=[CH:11]2)[CH2:6][CH2:5][O:4][CH2:3][CH2:2]1.